Dataset: Catalyst prediction with 721,799 reactions and 888 catalyst types from USPTO. Task: Predict which catalyst facilitates the given reaction. (1) The catalyst class is: 71. Product: [ClH:1].[ClH:1].[ClH:1].[C:34]([N:18]1[CH2:17][CH2:16][CH:15]([O:14][C:11]2[CH:12]=[CH:13][C:8]([N:7]([CH2:21]/[CH:22]=[CH:23]/[C:24]3[CH:25]=[C:26]([CH:30]=[CH:31][CH:32]=3)[C:27]([NH2:29])=[NH:28])[CH2:6][CH2:5][OH:4])=[CH:9][CH:10]=2)[CH2:20][CH2:19]1)(=[NH:39])[CH3:35]. Reactant: [ClH:1].Cl.Cl.[OH:4][CH2:5][CH2:6][N:7]([CH2:21]/[CH:22]=[CH:23]/[C:24]1[CH:25]=[C:26]([CH:30]=[CH:31][CH:32]=1)[C:27]([NH2:29])=[NH:28])[C:8]1[CH:13]=[CH:12][C:11]([O:14][CH:15]2[CH2:20][CH2:19][NH:18][CH2:17][CH2:16]2)=[CH:10][CH:9]=1.Cl.[C:34](=[NH:39])(OCC)[CH3:35].C(N(CC)CC)C.Cl. (2) Reactant: [OH:1][C:2]1[C:9]([O:10][CH3:11])=[CH:8][C:5]([CH:6]=[O:7])=[CH:4][C:3]=1[O:12][CH3:13].C([O-])([O-])=O.[Cs+].[Cs+].[Br-].O. Product: [CH:5]1([CH2:6][O:1][C:2]2[C:3]([O:12][CH3:13])=[CH:4][C:5]([CH:6]=[O:7])=[CH:8][C:9]=2[O:10][CH3:11])[CH2:8][CH2:9][CH2:2][CH2:3][CH2:4]1. The catalyst class is: 3. (3) Reactant: [CH3:1][N:2]([CH3:21])[S:3]([C:6]1[CH:7]=[C:8]2[C:12](=[CH:13][CH:14]=1)[N:11]([CH2:15][C:16]([OH:18])=[O:17])[C:10](=[O:19])[C:9]2=[O:20])(=[O:5])=[O:4].[Cl:22][C:23]1[CH:24]=[N+:25]([O-:48])[CH:26]=[C:27]([Cl:47])[C:28]=1[CH2:29][C@@H:30]([C:32]1[CH:37]=[CH:36][C:35]([O:38][CH:39]([F:41])[F:40])=[C:34]([O:42][CH2:43][CH:44]2[CH2:46][CH2:45]2)[CH:33]=1)O.C(Cl)CCl. Product: [Cl:22][C:23]1[CH:24]=[N+:25]([O-:48])[CH:26]=[C:27]([Cl:47])[C:28]=1[CH2:29][C@@H:30]([C:32]1[CH:37]=[CH:36][C:35]([O:38][CH:39]([F:41])[F:40])=[C:34]([O:42][CH2:43][CH:44]2[CH2:46][CH2:45]2)[CH:33]=1)[O:17][C:16](=[O:18])[CH2:15][N:11]1[C:12]2[C:8](=[CH:7][C:6]([S:3](=[O:5])(=[O:4])[N:2]([CH3:21])[CH3:1])=[CH:14][CH:13]=2)[C:9](=[O:20])[C:10]1=[O:19]. The catalyst class is: 79.